Dataset: Catalyst prediction with 721,799 reactions and 888 catalyst types from USPTO. Task: Predict which catalyst facilitates the given reaction. (1) Reactant: [CH3:1][O:2][C:3]([C:5]1[C:6]([S:18][CH2:19][C:20]2[CH:25]=[CH:24][C:23]([Cl:26])=[CH:22][CH:21]=2)=[N:7][S:8][C:9]=1[NH:10]C(OC(C)(C)C)=O)=[O:4].C(O)(C(F)(F)F)=O. Product: [CH3:1][O:2][C:3]([C:5]1[C:6]([S:18][CH2:19][C:20]2[CH:25]=[CH:24][C:23]([Cl:26])=[CH:22][CH:21]=2)=[N:7][S:8][C:9]=1[NH2:10])=[O:4]. The catalyst class is: 2. (2) Reactant: O1CCCCC1[O:7][CH:8]1[CH2:13][NH:12][C:11](=[O:14])[N:10]2[C:15]3[N:21]=[CH:20][CH:19]=[CH:18][C:16]=3[CH:17]=[C:9]12. Product: [OH:7][CH:8]1[CH2:13][NH:12][C:11](=[O:14])[N:10]2[C:15]3[N:21]=[CH:20][CH:19]=[CH:18][C:16]=3[CH:17]=[C:9]12. The catalyst class is: 2. (3) Reactant: [F:1][C:2]1[C:9]([O:10][CH3:11])=[C:8]([O:12][CH3:13])[CH:7]=[CH:6][C:3]=1[CH:4]=[O:5].CC(C)=[O:16].OS(O)(=O)=O.O=[Cr](=O)=O. Product: [F:1][C:2]1[C:9]([O:10][CH3:11])=[C:8]([O:12][CH3:13])[CH:7]=[CH:6][C:3]=1[C:4]([OH:16])=[O:5]. The catalyst class is: 95. (4) Reactant: [CH3:1][O:2][C:3]1[CH:8]=[C:7]([CH3:9])[CH:6]=[C:5]([O:10][CH3:11])[CH:4]=1.[B-](F)(F)(F)[F:13].[B-](F)(F)(F)F.C1[N+]2(CCl)CC[N+](F)(CC2)C1. Product: [F:13][C:8]1[C:7]([CH3:9])=[CH:6][C:5]([O:10][CH3:11])=[CH:4][C:3]=1[O:2][CH3:1]. The catalyst class is: 10. (5) Reactant: [F:1][C:2]1[CH:10]=[CH:9][C:8]([C:11]#[C:12][C:13]2[CH:18]=[CH:17][C:16]([O:19][CH2:20][CH2:21][CH2:22][CH2:23][C:24]3[CH:29]=[CH:28][CH:27]=[C:26]([F:30])[C:25]=3[CH3:31])=[CH:15][CH:14]=2)=[C:7]2[C:3]=1[C:4]([CH2:39][CH2:40][CH2:41][C:42]([O-:44])=[O:43])=[C:5]([CH3:38])[N:6]2[CH2:32][CH2:33][CH2:34][C:35]([O-:37])=[O:36].[Na+:45].[Na+].C[OH:48].CC(C)=[O:51]. Product: [OH2:19].[OH2:51].[OH2:48].[OH2:19].[OH2:19].[OH2:19].[OH2:19].[OH2:19].[F:1][C:2]1[CH:10]=[CH:9][C:8]([C:11]#[C:12][C:13]2[CH:18]=[CH:17][C:16]([O:19][CH2:20][CH2:21][CH2:22][CH2:23][C:24]3[CH:29]=[CH:28][CH:27]=[C:26]([F:30])[C:25]=3[CH3:31])=[CH:15][CH:14]=2)=[C:7]2[C:3]=1[C:4]([CH2:39][CH2:40][CH2:41][C:42]([O-:44])=[O:43])=[C:5]([CH3:38])[N:6]2[CH2:32][CH2:33][CH2:34][C:35]([O-:37])=[O:36].[Na+:45].[Na+:45]. The catalyst class is: 6. (6) The catalyst class is: 21. Product: [Br:1][C:2]1[CH:7]=[CH:6][C:5]([O:8][CH2:7][CH2:2][CH:3]2[CH2:9][O:12][CH2:4]2)=[CH:4][CH:3]=1. Reactant: [Br:1][C:2]1[CH:7]=[CH:6][C:5]([OH:8])=[CH:4][CH:3]=1.[C:9](=[O:12])([O-])[O-].[K+].[K+]. (7) Reactant: [NH:1]1[C:9]2[C:4](=[CH:5][CH:6]=[CH:7][CH:8]=2)[C:3](/[CH:10]=[C:11]2\[O:12][C:13]3[C:20]([C:21]([O:23]C)=[O:22])=[C:19]([O:25][CH3:26])[CH:18]=[CH:17][C:14]=3[C:15]\2=[O:16])=[N:2]1.CO.O.[OH-].[Li+].Cl. Product: [NH:1]1[C:9]2[C:4](=[CH:5][CH:6]=[CH:7][CH:8]=2)[C:3](/[CH:10]=[C:11]2\[O:12][C:13]3[C:20]([C:21]([OH:23])=[O:22])=[C:19]([O:25][CH3:26])[CH:18]=[CH:17][C:14]=3[C:15]\2=[O:16])=[N:2]1. The catalyst class is: 374. (8) Reactant: [CH3:1][O:2][C:3]1[CH:4]=[C:5]([C:12](=[O:14])[CH3:13])[CH:6]=[C:7]([O:10][CH3:11])[C:8]=1O.C1(P(C2C=CC=CC=2)C2C=CC=CC=2)C=CC=CC=1.[C:34]([O:38][CH2:39][CH3:40])(=[O:37])CO.C[CH2:42][O:43]C(/N=N/C(OCC)=O)=O. Product: [CH2:39]([O:38][C:34]([C:8]1[C:7]([O:10][CH3:11])=[CH:6][C:5]([C:12](=[O:14])[CH2:13][O:43][CH3:42])=[CH:4][C:3]=1[O:2][CH3:1])=[O:37])[CH3:40]. The catalyst class is: 7. (9) Reactant: [Br:1][C:2]1[CH:3]=[C:4]([OH:8])[CH:5]=[N:6][CH:7]=1.[C:26]1(P([C:22]2[CH:27]=[CH:26][CH:25]=[CH:24]C=2)[C:26]2[CH:27]=[CH:22]C=[CH:24][CH:25]=2)[CH:27]=[CH:22]C=[CH:24][CH:25]=1.C1(O)CCCC1.N(C(OCC)=O)=NC(OCC)=O. Product: [Br:1][C:2]1[CH:7]=[N:6][CH:5]=[C:4]([O:8][CH:24]2[CH2:25][CH2:26][CH2:27][CH2:22]2)[CH:3]=1. The catalyst class is: 11.